From a dataset of Full USPTO retrosynthesis dataset with 1.9M reactions from patents (1976-2016). Predict the reactants needed to synthesize the given product. Given the product [Cl:15][C:16]1[CH:30]=[CH:29][C:28]([N+:31]([O-:33])=[O:32])=[CH:27][C:17]=1[C:18]1[O:25][CH:22]=[CH:21][N:20]=1, predict the reactants needed to synthesize it. The reactants are: O=P12OP3(OP(OP(O3)(O1)=O)(=O)O2)=O.[Cl:15][C:16]1[CH:30]=[CH:29][C:28]([N+:31]([O-:33])=[O:32])=[CH:27][C:17]=1[C:18]([NH:20][CH2:21][CH:22]([O:25]C)OC)=O.